This data is from Catalyst prediction with 721,799 reactions and 888 catalyst types from USPTO. The task is: Predict which catalyst facilitates the given reaction. (1) Reactant: Br[C:2]1[CH:3]=[C:4]([CH:7]=[CH:8][CH:9]=1)[C:5]#[N:6].[CH:10]1C=[CH:14][C:13](P([C:12]2[CH:13]=[CH:14]C=[CH:10][CH:11]=2)[C:12]2[CH:13]=[CH:14]C=[CH:10][CH:11]=2)=[CH:12][CH:11]=1.CC([O-])=[O:31].[K+]. Product: [O:31]1[CH2:14][CH2:13][CH2:12][CH:11]=[C:10]1[C:2]1[CH:3]=[C:4]([CH:7]=[CH:8][CH:9]=1)[C:5]#[N:6]. The catalyst class is: 3. (2) Reactant: [CH3:1][O:2][C:3]([C:5]1[N:9]=[C:8]([C:10]2[CH:15]=[CH:14][C:13]([O:16]CC3C=CC=CC=3)=[CH:12][N:11]=2)[N:7]([C:24]2[CH:25]=[N:26][C:27]([O:30][CH3:31])=[CH:28][CH:29]=2)[N:6]=1)=[O:4].C(O)(=O)C.C(OCC)(=O)C. Product: [CH3:1][O:2][C:3]([C:5]1[N:9]=[C:8]([C:10]2[CH:15]=[CH:14][C:13]([OH:16])=[CH:12][N:11]=2)[N:7]([C:24]2[CH:25]=[N:26][C:27]([O:30][CH3:31])=[CH:28][CH:29]=2)[N:6]=1)=[O:4]. The catalyst class is: 43. (3) Reactant: [F:1][C:2]1[C:7]([F:8])=[CH:6][CH:5]=[CH:4][C:3]=1[C:9]1[NH:10][C:11]([C:16]#[N:17])=[C:12]([C:14]#[N:15])[N:13]=1.CC(C[AlH]CC(C)C)C.[NH2:27]N. Product: [F:1][C:2]1[C:7]([F:8])=[CH:6][CH:5]=[CH:4][C:3]=1[C:9]1[N:10]=[C:11]2[CH:16]=[N:17][NH:15][C:14]([NH2:27])=[C:12]2[N:13]=1. The catalyst class is: 1. (4) The catalyst class is: 221. Reactant: [Cl:1][C:2]1[C:7]([F:8])=[CH:6][C:5]([OH:9])=[CH:4][N:3]=1.[N:10]1([C:15]2[CH:16]=[C:17](B(O)O)[CH:18]=[CH:19][CH:20]=2)[CH2:14][CH2:13][CH2:12][CH2:11]1.C(N(CC)CC)C. Product: [Cl:1][C:2]1[C:7]([F:8])=[CH:6][C:5]([O:9][C:17]2[CH:18]=[CH:19][CH:20]=[C:15]([N:10]3[CH2:11][CH2:12][CH2:13][CH2:14]3)[CH:16]=2)=[CH:4][N:3]=1. (5) Reactant: [CH3:1][N:2]1[C:6]([C:7]2(O)[CH2:12][CH2:11][CH2:10][CH2:9][CH2:8]2)=[CH:5][CH:4]=[N:3]1.O.C1(C)C=CC(S(O)(=O)=O)=CC=1. Product: [C:7]1([C:6]2[N:2]([CH3:1])[N:3]=[CH:4][CH:5]=2)[CH2:12][CH2:11][CH2:10][CH2:9][CH:8]=1. The catalyst class is: 11.